From a dataset of Experimentally validated miRNA-target interactions with 360,000+ pairs, plus equal number of negative samples. Binary Classification. Given a miRNA mature sequence and a target amino acid sequence, predict their likelihood of interaction. (1) The miRNA is hsa-miR-758-3p with sequence UUUGUGACCUGGUCCACUAACC. The protein sequence of the target gene is MTTETFVKDIKPGLKNLNLIFIVLETGRVTKTKDGHEVRTCKVADKTGSINISVWDDVGNLIQPGDIIRLTKGYASVFKGCLTLYTGRGGDLQKIGEFCMVYSEVPNFSEPNPEYSTQQAPNKAVQNDSNPSASQPTTGPSAASPASENQNGNGLSAPPGPGGGPHPPHTPSHPPSTRITRSQPNHTPAGPPGPSSNPVSNGKETRRSSKR. Result: 0 (no interaction). (2) The miRNA is hsa-miR-148a-5p with sequence AAAGUUCUGAGACACUCCGACU. The protein sequence of the target gene is MRRGAPQDQELVGPGPPGRGSRGAPPPLGPVVPVLVFPPDLVFRADQRSGPRQLLTLYNPTGTALRFRVLCTAPAKYTVFDAEGYVKPQSCIDIVIRHVAPIPSHYDVQDRFRIELSEEGAEGRVVGRKDITSILRAPAYPLELQGQPDPAPRPGPPAGTPPPTARHFQEHPRQQLATSSFLLFLLTGIVSVAFLLLPLPDELGSQLPQVLHVSLGQKLVAAYVLGLLTMVFLRT. Result: 0 (no interaction).